This data is from NCI-60 drug combinations with 297,098 pairs across 59 cell lines. The task is: Regression. Given two drug SMILES strings and cell line genomic features, predict the synergy score measuring deviation from expected non-interaction effect. Drug 2: C(CCl)NC(=O)N(CCCl)N=O. Cell line: PC-3. Drug 1: CC1=C(C=C(C=C1)NC(=O)C2=CC=C(C=C2)CN3CCN(CC3)C)NC4=NC=CC(=N4)C5=CN=CC=C5. Synergy scores: CSS=7.31, Synergy_ZIP=-2.28, Synergy_Bliss=-0.964, Synergy_Loewe=0.923, Synergy_HSA=-0.185.